Dataset: Peptide-MHC class II binding affinity with 134,281 pairs from IEDB. Task: Regression. Given a peptide amino acid sequence and an MHC pseudo amino acid sequence, predict their binding affinity value. This is MHC class II binding data. The peptide sequence is MRMATPLLMRPM. The MHC is H-2-IAb with pseudo-sequence H-2-IAb. The binding affinity (normalized) is 0.507.